Dataset: Forward reaction prediction with 1.9M reactions from USPTO patents (1976-2016). Task: Predict the product of the given reaction. Given the reactants Br[C:2]1[CH:7]=[CH:6][C:5]([NH:8][S:9]([C:12]2[S:16][C:15]3[CH:17]=[CH:18][C:19]([F:21])=[CH:20][C:14]=3[C:13]=2[CH3:22])(=[O:11])=[O:10])=[C:4]([CH2:23][S:24]([CH3:27])(=[O:26])=[O:25])[CH:3]=1.[N:28]1[CH:33]=[CH:32][C:31](B(O)O)=[CH:30][CH:29]=1, predict the reaction product. The product is: [CH3:27][S:24]([CH2:23][C:4]1[CH:3]=[C:2]([C:31]2[CH:32]=[CH:33][N:28]=[CH:29][CH:30]=2)[CH:7]=[CH:6][C:5]=1[NH:8][S:9]([C:12]1[S:16][C:15]2[CH:17]=[CH:18][C:19]([F:21])=[CH:20][C:14]=2[C:13]=1[CH3:22])(=[O:11])=[O:10])(=[O:26])=[O:25].